From a dataset of Catalyst prediction with 721,799 reactions and 888 catalyst types from USPTO. Predict which catalyst facilitates the given reaction. (1) Reactant: [CH3:1][O:2][C:3]1[CH:23]=[CH:22][C:6]2[CH2:7][CH2:8][N:9](S(C3C=CC(C)=CC=3)(=O)=O)[CH2:10][CH2:11][C:5]=2[CH:4]=1.[H-].[H-].[H-].[H-].[Li+].[Al+3].O.[OH-].[Na+]. Product: [CH3:1][O:2][C:3]1[CH:23]=[CH:22][C:6]2[CH2:7][CH2:8][NH:9][CH2:10][CH2:11][C:5]=2[CH:4]=1. The catalyst class is: 49. (2) Reactant: [CH:1]1[C:6]([CH2:7][CH2:8][C:9]2[C:13]3[C:14]([NH:16][C:17]([NH2:19])=[N:18][C:12]=3[NH:11][CH:10]=2)=[O:15])=[CH:5][CH:4]=[C:3]([C:20]([NH:22][C@@H:23]([C:29]([O-:31])=[O:30])[CH2:24][CH2:25][C:26]([O-:28])=[O:27])=[O:21])[CH:2]=1.[Na+:32].[Na+].Cl.CC[OH:37]. Product: [CH:5]1[C:6]([CH2:7][CH2:8][C:9]2[C:13]3[C:14]([N:16]=[C:17]([NH2:19])[NH:18][C:12]=3[NH:11][CH:10]=2)=[O:15])=[CH:1][CH:2]=[C:3]([C:20]([NH:22][C@H:23]([C:29]([O-:31])=[O:30])[CH2:24][CH2:25][C:26]([O-:28])=[O:27])=[O:21])[CH:4]=1.[OH2:37].[OH2:15].[OH2:15].[OH2:15].[OH2:15].[OH2:15].[OH2:15].[Na+:32].[Na+:32]. The catalyst class is: 6. (3) Reactant: [CH2:1]([O:5][CH2:6][CH2:7][O:8][C:9]1[CH:14]=[CH:13][C:12]([C:15]2[CH:16]=[CH:17][C:18]3[N:24]([CH2:25][CH2:26][CH3:27])[CH2:23][CH2:22][C:21]([C:28]([NH:30][C:31]4[CH:36]=[CH:35][C:34]([S:37][CH2:38][CH2:39][C:40]5[N:44]([CH2:45][CH2:46][CH3:47])[CH:43]=[N:42][N:41]=5)=[CH:33][CH:32]=4)=[O:29])=[CH:20][C:19]=3[CH:48]=2)=[CH:11][CH:10]=1)[CH2:2][CH2:3][CH3:4].ClC1C=CC=C(C(OO)=[O:57])C=1.S([O-])([O-])(=O)=S.[Na+].[Na+]. Product: [CH2:1]([O:5][CH2:6][CH2:7][O:8][C:9]1[CH:10]=[CH:11][C:12]([C:15]2[CH:16]=[CH:17][C:18]3[N:24]([CH2:25][CH2:26][CH3:27])[CH2:23][CH2:22][C:21]([C:28]([NH:30][C:31]4[CH:32]=[CH:33][C:34]([S:37]([CH2:38][CH2:39][C:40]5[N:44]([CH2:45][CH2:46][CH3:47])[CH:43]=[N:42][N:41]=5)=[O:57])=[CH:35][CH:36]=4)=[O:29])=[CH:20][C:19]=3[CH:48]=2)=[CH:13][CH:14]=1)[CH2:2][CH2:3][CH3:4]. The catalyst class is: 4. (4) Reactant: [Br:1][C:2]1[CH:3]=[C:4]([CH:9]=[C:10]([S:12]([CH3:15])(=[O:14])=[O:13])[CH:11]=1)[C:5]([O:7]C)=[O:6].[OH-].[Li+].O1CCCC1.Cl. Product: [Br:1][C:2]1[CH:3]=[C:4]([CH:9]=[C:10]([S:12]([CH3:15])(=[O:14])=[O:13])[CH:11]=1)[C:5]([OH:7])=[O:6]. The catalyst class is: 6. (5) Reactant: [NH2:1][C:2]1[CH:10]=[CH:9][C:8]([CH3:11])=[CH:7][C:3]=1[C:4]([NH2:6])=[O:5].C(N(CC)CC)C.Cl[C:20](=[O:26])[C:21]([O:23][CH2:24][CH3:25])=[O:22]. Product: [NH2:6][C:4]([C:3]1[CH:7]=[C:8]([CH3:11])[CH:9]=[CH:10][C:2]=1[NH:1][C:20](=[O:26])[C:21]([O:23][CH2:24][CH3:25])=[O:22])=[O:5]. The catalyst class is: 56.